From a dataset of NCI-60 drug combinations with 297,098 pairs across 59 cell lines. Regression. Given two drug SMILES strings and cell line genomic features, predict the synergy score measuring deviation from expected non-interaction effect. Drug 1: CN(C)N=NC1=C(NC=N1)C(=O)N. Drug 2: CN1C(=O)N2C=NC(=C2N=N1)C(=O)N. Cell line: K-562. Synergy scores: CSS=-6.52, Synergy_ZIP=-2.39, Synergy_Bliss=-7.68, Synergy_Loewe=-16.4, Synergy_HSA=-12.3.